Dataset: Reaction yield outcomes from USPTO patents with 853,638 reactions. Task: Predict the reaction yield, written as a fraction of the theoretical maximum amount of product (1.0 means a 100% yield; for example, 0.34 means a 34% yield). (1) The reactants are [C:1](Cl)(=[O:8])[C:2]1[CH:7]=[CH:6][CH:5]=[CH:4][CH:3]=1.FC(F)(F)C(O)=O.[CH2:17]([O:24][C:25]1[CH:30]=[C:29]([O:31][CH2:32][C:33]2[CH:38]=[CH:37][CH:36]=[CH:35][CH:34]=2)[CH:28]=[CH:27][C:26]=1[CH:39]1[CH2:42][NH:41][CH2:40]1)[C:18]1[CH:23]=[CH:22][CH:21]=[CH:20][CH:19]=1. The catalyst is O1CCCC1.C(N(CC)C(C)C)(C)C. The product is [CH2:17]([O:24][C:25]1[CH:30]=[C:29]([O:31][CH2:32][C:33]2[CH:38]=[CH:37][CH:36]=[CH:35][CH:34]=2)[CH:28]=[CH:27][C:26]=1[CH:39]1[CH2:42][N:41]([C:1]([C:2]2[CH:7]=[CH:6][CH:5]=[CH:4][CH:3]=2)=[O:8])[CH2:40]1)[C:18]1[CH:23]=[CH:22][CH:21]=[CH:20][CH:19]=1. The yield is 0.820. (2) The reactants are [Cl:1][C:2]1[CH:3]=[C:4]([N:20]2[C:25](=[O:26])[NH:24][C:23](=[O:27])[C:22](C(O)=O)=[N:21]2)[CH:5]=[C:6]([Cl:19])[C:7]=1[CH2:8][C:9]1[CH:14]=[C:13]([CH:15]([CH3:17])[CH3:16])[C:12](=[O:18])[NH:11][N:10]=1.SCC(O)=O. The catalyst is O. The product is [Cl:1][C:2]1[CH:3]=[C:4]([N:20]2[C:25](=[O:26])[NH:24][C:23](=[O:27])[CH:22]=[N:21]2)[CH:5]=[C:6]([Cl:19])[C:7]=1[CH2:8][C:9]1[CH:14]=[C:13]([CH:15]([CH3:17])[CH3:16])[C:12](=[O:18])[NH:11][N:10]=1. The yield is 0.400. (3) The reactants are C1C=CC(P(C2C=CC=CC=2)C2C=CC=CC=2)=CC=1.[CH3:20][O:21][C:22]1[CH:23]=[C:24]2[C:29](=[CH:30][CH:31]=1)[C:28]([C:32](=[O:48])[C:33]1[CH:38]=[CH:37][C:36]([O:39][CH2:40][CH2:41][N:42]3[CH2:47][CH2:46][CH2:45][CH2:44][CH2:43]3)=[CH:35][CH:34]=1)=[C:27](OS(C(F)(F)F)(=O)=O)[CH:26]=[CH:25]2.C([O-])([O-])=O.[Na+].[Na+].OB1[C:68]2[CH:69]=[CH:70][CH:71]=[CH:72][C:67]=2[CH2:66][O:65]1. The catalyst is COCCOC.C(Cl)Cl.CC([O-])=O.CC([O-])=O.[Pd+2]. The product is [OH:65][CH2:66][C:67]1[CH:72]=[CH:71][CH:70]=[CH:69][C:68]=1[C:27]1[CH:26]=[CH:25][C:24]2[C:29](=[CH:30][CH:31]=[C:22]([O:21][CH3:20])[CH:23]=2)[C:28]=1[C:32]([C:33]1[CH:34]=[CH:35][C:36]([O:39][CH2:40][CH2:41][N:42]2[CH2:47][CH2:46][CH2:45][CH2:44][CH2:43]2)=[CH:37][CH:38]=1)=[O:48]. The yield is 0.310. (4) The reactants are [Cl:1][C:2]1[CH:24]=[CH:23][C:5]([CH2:6][NH:7][C:8]([C:10]2[C:11](=[O:22])[C:12]3[CH:19]=[C:18]([CH2:20]O)[S:17][C:13]=3[N:14]([CH3:16])[CH:15]=2)=[O:9])=[CH:4][CH:3]=1.N1C(C)=CC(C)=CC=1C.CS(Cl)(=O)=O.[CH3:39][NH:40][CH2:41][CH:42]([OH:50])[C:43]1[CH:44]=[CH:45][C:46]([OH:49])=[CH:47][CH:48]=1. The catalyst is CN(C=O)C.CN(C1C=CN=CC=1)C.O. The product is [Cl:1][C:2]1[CH:3]=[CH:4][C:5]([CH2:6][NH:7][C:8]([C:10]2[C:11](=[O:22])[C:12]3[CH:19]=[C:18]([CH2:20][N:40]([CH2:41][CH:42]([OH:50])[C:43]4[CH:48]=[CH:47][C:46]([OH:49])=[CH:45][CH:44]=4)[CH3:39])[S:17][C:13]=3[N:14]([CH3:16])[CH:15]=2)=[O:9])=[CH:23][CH:24]=1. The yield is 0.600. (5) The reactants are [C:1]([NH:5][C:6]1[N:13]2[C:9]([S:10][CH:11]=[CH:12]2)=[N:8][C:7]=1[C:14]1[S:15][C:16]([C:19]#[CH:20])=[CH:17][CH:18]=1)([CH3:4])([CH3:3])[CH3:2].[F:21][C:22]1[C:23](I)=[N:24][CH:25]=[CH:26][CH:27]=1.CCN(CC)CC. The catalyst is C1C=CC(P(C2C=CC=CC=2)C2C=CC=CC=2)=CC=1.C1C=CC(P(C2C=CC=CC=2)C2C=CC=CC=2)=CC=1.Cl[Pd]Cl.[Cu]I. The product is [C:1]([NH:5][C:6]1[N:13]2[C:9]([S:10][CH:11]=[CH:12]2)=[N:8][C:7]=1[C:14]1[S:15][C:16]([C:19]#[C:20][C:23]2[C:22]([F:21])=[CH:27][CH:26]=[CH:25][N:24]=2)=[CH:17][CH:18]=1)([CH3:4])([CH3:3])[CH3:2]. The yield is 0.770. (6) The catalyst is CO. The product is [ClH:46].[CH2:1]([O:8][C:9]1[CH:14]=[CH:13][N:12]([C:15]2[CH:20]=[C:19]3[NH:21][C:22]4[CH2:23][CH:24]5[N:29]([CH2:30][C:31]=4[C:18]3=[CH:17][CH:16]=2)[CH2:28][CH2:27][CH2:26][CH2:25]5)[C:11](=[O:42])[CH:10]=1)[C:2]1[CH:7]=[CH:6][CH:5]=[CH:4][CH:3]=1. The yield is 0.790. The reactants are [CH2:1]([O:8][C:9]1[CH:14]=[CH:13][N:12]([C:15]2[CH:20]=[C:19]3[N:21](S(C4C=CC(C)=CC=4)(=O)=O)[C:22]4[CH2:23][CH:24]5[N:29]([CH2:30][C:31]=4[C:18]3=[CH:17][CH:16]=2)[CH2:28][CH2:27][CH2:26][CH2:25]5)[C:11](=[O:42])[CH:10]=1)[C:2]1[CH:7]=[CH:6][CH:5]=[CH:4][CH:3]=1.[OH-].[Na+].C(Cl)[Cl:46]. (7) The reactants are [C:1](#[N:10])[C:2]1[CH:9]=CC=[C:4]([C:5]#[N:6])[CH:3]=1.[NH2:11][OH:12].Cl[CH2:14]CCC(Cl)=O.[CH3:20][N:21](C)C1C=CC=CC=1. The catalyst is C(OCC)(=O)C.C1(C)C=CC=CC=1.CN1C(=O)CCC1. The product is [CH2:4]1[CH:3]2[CH:2]([C:1]3[O:12][N:11]=[C:20]([NH2:21])[N:10]=3)[CH2:9][N:6]([CH2:14]2)[CH2:5]1. The yield is 0.450. (8) The catalyst is CCO. The reactants are [OH-].[Na+].[CH:3]([N:6]1[C:10]2[N:11]=[C:12]([O:20][CH:21]3[CH2:26][CH2:25][N:24]([CH3:27])[CH2:23][CH2:22]3)[CH:13]=[C:14]([C:15](OCC)=[O:16])[C:9]=2[CH:8]=[N:7]1)([CH3:5])[CH3:4].[NH2:28][CH2:29][C:30]1[C:31](=[O:38])[NH:32][C:33]([CH3:37])=[CH:34][C:35]=1[CH3:36].C1CN([P+](ON2N=NC3C=CC=CC2=3)(N2CCCC2)N2CCCC2)CC1.F[P-](F)(F)(F)(F)F. The yield is 0.0250. The product is [CH3:36][C:35]1[CH:34]=[C:33]([CH3:37])[NH:32][C:31](=[O:38])[C:30]=1[CH2:29][NH:28][C:15]([C:14]1[C:9]2[CH:8]=[N:7][N:6]([CH:3]([CH3:4])[CH3:5])[C:10]=2[N:11]=[C:12]([O:20][CH:21]2[CH2:26][CH2:25][N:24]([CH3:27])[CH2:23][CH2:22]2)[CH:13]=1)=[O:16].